Dataset: Forward reaction prediction with 1.9M reactions from USPTO patents (1976-2016). Task: Predict the product of the given reaction. (1) Given the reactants Cl[C:2]1[N:11]=[C:10](Cl)[C:9]2[C:4](=[CH:5][CH:6]=[CH:7][CH:8]=2)[N:3]=1.[CH2:13]1[O:22][C:21]2[CH:20]=[CH:19][C:17]([NH2:18])=[CH:16][C:15]=2[O:14]1.[CH3:23][C:24]1[CH:28]=[C:27]([CH3:29])[NH:26][N:25]=1, predict the reaction product. The product is: [O:22]1[C:21]2[CH:20]=[CH:19][C:17]([NH:18][C:10]3[C:9]4[C:4](=[CH:5][CH:6]=[CH:7][CH:8]=4)[N:3]=[C:2]([N:25]4[C:24]([CH3:23])=[CH:28][C:27]([CH3:29])=[N:26]4)[N:11]=3)=[CH:16][C:15]=2[O:14][CH2:13]1. (2) Given the reactants [NH2:1][CH:2]([C:16]([NH2:18])=[O:17])[C:3]([NH:5][CH2:6][CH2:7][O:8][C:9]1[CH:14]=[CH:13][C:12]([F:15])=[CH:11][CH:10]=1)=[O:4].[CH:19]([O-])([O-])OCC.C1(C)C=CC(S(O)(=O)=O)=CC=1, predict the reaction product. The product is: [F:15][C:12]1[CH:13]=[CH:14][C:9]([O:8][CH2:7][CH2:6][N:5]2[C:3]([OH:4])=[C:2]([C:16]([NH2:18])=[O:17])[N:1]=[CH:19]2)=[CH:10][CH:11]=1.